Dataset: Forward reaction prediction with 1.9M reactions from USPTO patents (1976-2016). Task: Predict the product of the given reaction. (1) Given the reactants [C:1]([NH:4][CH:5]1[CH2:14][CH2:13][C:12]2[CH:11]=[C:10]([S:15](Cl)(=O)=O)[C:9]([O:19][CH3:20])=[CH:8][C:7]=2[CH2:6]1)(=[O:3])[CH3:2], predict the reaction product. The product is: [SH:15][C:10]1[CH:11]=[C:12]2[C:7](=[CH:8][C:9]=1[O:19][CH3:20])[CH2:6][CH:5]([NH:4][C:1](=[O:3])[CH3:2])[CH2:14][CH2:13]2.[C:1]([NH:4][CH:5]1[CH2:14][CH2:13][C:12]2[CH:11]=[C:10]([S:15][S:15][C:10]3[CH:11]=[C:12]4[C:7](=[CH:8][C:9]=3[O:19][CH3:20])[CH2:6][CH:5]([NH:4][C:1](=[O:3])[CH3:2])[CH2:14][CH2:13]4)[C:9]([O:19][CH3:20])=[CH:8][C:7]=2[CH2:6]1)(=[O:3])[CH3:2]. (2) Given the reactants [Cl:1][C:2]1[CH:3]=[C:4]([CH:25]=[CH:26][C:27]=1[Cl:28])[CH2:5][CH:6]1[C:15]2[CH:14]=[C:13]([O:16][CH2:17][CH2:18][NH2:19])[CH:12]=[CH:11][C:10]=2[CH2:9][CH2:8][CH:7]1[N:20]1[CH2:24][CH2:23][CH2:22][CH2:21]1.[CH:29]1([S:33](Cl)(=[O:35])=[O:34])[CH2:32][CH2:31][CH2:30]1.Cl, predict the reaction product. The product is: [ClH:1].[Cl:1][C:2]1[CH:3]=[C:4]([CH:25]=[CH:26][C:27]=1[Cl:28])[CH2:5][CH:6]1[C:15]2[CH:14]=[C:13]([O:16][CH2:17][CH2:18][NH:19][S:33]([CH:29]3[CH2:32][CH2:31][CH2:30]3)(=[O:35])=[O:34])[CH:12]=[CH:11][C:10]=2[CH2:9][CH2:8][CH:7]1[N:20]1[CH2:24][CH2:23][CH2:22][CH2:21]1. (3) Given the reactants Cl.C([O:6][C:7]([N:9]1[CH2:13][CH2:12][CH:11]([CH2:14][O:15][C:16]2[CH:21]=[CH:20][CH:19]=[CH:18][C:17]=2[C:22]([N:24]2[CH2:38][C:27]3=[C:28]4[N:33]([N:34]=[C:26]3[CH2:25]2)[C:32]([CH3:35])=[C:31]([Cl:36])[C:30]([CH3:37])=[N:29]4)=[O:23])[CH2:10]1)=[O:8])(C)(C)C.O, predict the reaction product. The product is: [CH:7]([OH:8])=[O:6].[Cl:36][C:31]1[C:30]([CH3:37])=[N:29][C:28]2[N:33]([N:34]=[C:26]3[CH2:25][N:24]([C:22]([C:17]4[CH:18]=[CH:19][CH:20]=[CH:21][C:16]=4[O:15][CH2:14][CH:11]4[CH2:12][CH2:13][NH:9][CH2:10]4)=[O:23])[CH2:38][C:27]3=2)[C:32]=1[CH3:35].